This data is from Peptide-MHC class II binding affinity with 134,281 pairs from IEDB. The task is: Regression. Given a peptide amino acid sequence and an MHC pseudo amino acid sequence, predict their binding affinity value. This is MHC class II binding data. (1) The peptide sequence is TIGTSVEESEMFMPR. The MHC is HLA-DQA10601-DQB10402 with pseudo-sequence HLA-DQA10601-DQB10402. The binding affinity (normalized) is 0.286. (2) The peptide sequence is DFREFSRAKGLNQEI. The MHC is HLA-DQA10102-DQB10602 with pseudo-sequence HLA-DQA10102-DQB10602. The binding affinity (normalized) is 0.211. (3) The peptide sequence is IGNGGPCLFMRTVSH. The MHC is DRB1_1302 with pseudo-sequence DRB1_1302. The binding affinity (normalized) is 0.411. (4) The peptide sequence is FGSMPALTIACMTVQ. The MHC is DRB1_1101 with pseudo-sequence DRB1_1101. The binding affinity (normalized) is 0.447. (5) The peptide sequence is NIRQAGVQY. The MHC is DRB1_0701 with pseudo-sequence DRB1_0701. The binding affinity (normalized) is 0.